From a dataset of Forward reaction prediction with 1.9M reactions from USPTO patents (1976-2016). Predict the product of the given reaction. (1) Given the reactants [NH2:1][C:2]1[C:3]([C:9]([OH:11])=[O:10])=[N:4][C:5](Br)=[CH:6][CH:7]=1.[F:12][C:13]1[CH:18]=[CH:17][C:16]([O:19][CH2:20][CH2:21][CH3:22])=[CH:15][C:14]=1B(O)O, predict the reaction product. The product is: [NH2:1][C:2]1[C:3]([C:9]([OH:11])=[O:10])=[N:4][C:5]([C:18]2[CH:17]=[C:16]([O:19][CH2:20][CH2:21][CH3:22])[CH:15]=[CH:14][C:13]=2[F:12])=[CH:6][CH:7]=1. (2) Given the reactants [C:1]([NH:4][C@:5]1([C@@H:54]([CH2:56][CH3:57])[CH3:55])[CH2:9][CH2:8][N:7]([C@@H:10]([CH2:45][CH2:46][C:47]2[CH:52]=[CH:51][CH:50]=[CH:49][CH:48]=2)[C:11]([NH:13][C@@H:14]([CH2:36][C:37]2[CH:42]=[C:41]([F:43])[CH:40]=[C:39]([F:44])[CH:38]=2)[C@@H:15]([C@H:17]2[CH2:21][C@@H:20]([OH:22])[CH2:19][N:18]2C(C2C=CC=CC=2)C2C=CC=CC=2)[OH:16])=[O:12])[C:6]1=[O:53])(=[O:3])[CH3:2].C(N[C@]1([C@@H](CC)C)CCN([C@@H](CCC2C=CC=CC=2)C(N[C@@H](CC2C=C(F)C=C(F)C=2)[C@@H]([C@H]2C[C@H](O)CN2C(C2C=CC=CC=2)C2C=CC=CC=2)O)=O)C1=O)(=O)C.C(N[C@]1([C@@H](CC)C)CCN([C@@H](CCC2C=CC=CC=2)C(O)=O)C1=O)(=O)C.CN(C(ON1N=NC2C=CC=NC1=2)=[N+](C)C)C.F[P-](F)(F)(F)(F)F.C(N[C@]1([C@@H](CC)C)CCN([C@@H](CCC2C=CC=CC=2)C(N[C@@H](CC2C=C(F)C=C(F)C=2)[C@@H]([C@H]2CCCCN2C(C2C=CC=CC=2)C2C=CC=CC=2)O)=O)C1=O)(=O)C.CN1CCOCC1, predict the reaction product. The product is: [C:1]([NH:4][C@:5]1([C@@H:54]([CH2:56][CH3:57])[CH3:55])[CH2:9][CH2:8][N:7]([C@@H:10]([CH2:45][CH2:46][C:47]2[CH:52]=[CH:51][CH:50]=[CH:49][CH:48]=2)[C:11]([NH:13][C@@H:14]([CH2:36][C:37]2[CH:42]=[C:41]([F:43])[CH:40]=[C:39]([F:44])[CH:38]=2)[C@H:15]([OH:16])[C@H:17]2[CH2:21][C@H:20]([OH:22])[CH2:19][NH:18]2)=[O:12])[C:6]1=[O:53])(=[O:3])[CH3:2]. (3) Given the reactants [CH3:1][O:2][C:3]1[CH:4]=[C:5]([NH:14][C:15]([NH2:17])=[S:16])[CH:6]=[CH:7][C:8]=1[C:9]1[O:13][CH:12]=[N:11][CH:10]=1.Br[CH:19]1[CH2:24][CH2:23][CH2:22][CH:21]([C:25]2[CH:30]=[CH:29][CH:28]=[CH:27][CH:26]=2)[C:20]1=O, predict the reaction product. The product is: [CH3:1][O:2][C:3]1[CH:4]=[C:5]([NH:14][C:15]2[S:16][C:27]3[CH2:28][CH2:29][CH2:30][CH:25]([C:21]4[CH:22]=[CH:23][CH:24]=[CH:19][CH:20]=4)[C:26]=3[N:17]=2)[CH:6]=[CH:7][C:8]=1[C:9]1[O:13][CH:12]=[N:11][CH:10]=1. (4) Given the reactants [CH3:1][C:2]([CH3:17])([CH3:16])[C:3]#[C:4][C:5]1[CH:10]=[C:9]([N+:11]([O-:13])=[O:12])[CH:8]=[CH:7][C:6]=1[NH:14][CH3:15].CCCC[N+](CCCC)(CCCC)CCCC.[F-], predict the reaction product. The product is: [C:2]([C:3]1[N:14]([CH3:15])[C:6]2[C:5]([CH:4]=1)=[CH:10][C:9]([N+:11]([O-:13])=[O:12])=[CH:8][CH:7]=2)([CH3:17])([CH3:16])[CH3:1]. (5) Given the reactants [C:1]1([C:7]2[CH:8]=[C:9]3[N:15]=[C:14]([CH2:16][CH2:17][CH:18]4[N:24]=[C:23]([NH2:25])[CH2:22][CH2:21][CH2:20][CH2:19]4)[NH:13][C:10]3=[N:11][CH:12]=2)[CH:6]=[CH:5][CH:4]=[CH:3][CH:2]=1.[N:26]1([S:30](C2C=CC(C3C=C4N=C(CCC5NC(=S)CCCC5)NC4=NC=3)=CC=2)(=[O:32])=[O:31])[CH2:29][CH2:28][CH2:27]1.N, predict the reaction product. The product is: [N:26]1([S:30]([C:4]2[CH:3]=[CH:2][C:1]([C:7]3[CH:8]=[C:9]4[N:15]=[C:14]([CH2:16][CH2:17][CH:18]5[N:24]=[C:23]([NH2:25])[CH2:22][CH2:21][CH2:20][CH2:19]5)[NH:13][C:10]4=[N:11][CH:12]=3)=[CH:6][CH:5]=2)(=[O:32])=[O:31])[CH2:29][CH2:28][CH2:27]1.